Dataset: Full USPTO retrosynthesis dataset with 1.9M reactions from patents (1976-2016). Task: Predict the reactants needed to synthesize the given product. (1) Given the product [CH3:33][O:32][C:26]1[CH:25]=[C:24]([C:22]([C:16]2[CH:17]=[C:18]([O:20][CH3:21])[CH:19]=[C:14]([O:13][CH3:12])[CH:15]=2)=[O:23])[CH:29]=[C:28]([O:30][CH3:31])[CH:27]=1, predict the reactants needed to synthesize it. The reactants are: [Cr](Cl)([O-])(=O)=O.[NH+]1C=CC=CC=1.[CH3:12][O:13][C:14]1[CH:15]=[C:16]([CH:22]([C:24]2[CH:29]=[C:28]([O:30][CH3:31])[CH:27]=[C:26]([O:32][CH3:33])[CH:25]=2)[OH:23])[CH:17]=[C:18]([O:20][CH3:21])[CH:19]=1.[Cr]([O-])([O-])(=O)=O. (2) The reactants are: [Si]([O:8][CH2:9][C:10]1([CH3:37])[S:16][CH2:15][CH2:14][N:13]2[C:17]([C:20]3([C:23]4[CH:28]=[CH:27][C:26]([C:29]5[CH:30]=[N:31][CH:32]=[C:33]([CH:36]=5)[C:34]#[N:35])=[CH:25][CH:24]=4)[CH2:22][CH2:21]3)=[N:18][N:19]=[C:12]2[CH2:11]1)(C(C)(C)C)(C)C.Cl. Given the product [OH:8][CH2:9][C:10]1([CH3:37])[S:16][CH2:15][CH2:14][N:13]2[C:17]([C:20]3([C:23]4[CH:24]=[CH:25][C:26]([C:29]5[CH:30]=[N:31][CH:32]=[C:33]([CH:36]=5)[C:34]#[N:35])=[CH:27][CH:28]=4)[CH2:22][CH2:21]3)=[N:18][N:19]=[C:12]2[CH2:11]1, predict the reactants needed to synthesize it. (3) The reactants are: [CH3:1][N:2]1[CH2:7][CH2:6][NH:5][CH2:4][CH2:3]1.CC(C)([O-])C.[Na+].C(P(C(C)(C)C)C(C)(C)C)(C)(C)C.Br[C:28]1[CH:33]=[CH:32][C:31]([C:34]2[NH:35][C:36](=[O:50])[C:37]3[C:42]([CH:43]4[CH2:48][CH2:47][CH2:46][CH2:45][CH2:44]4)=[N:41][N:40]([CH3:49])[C:38]=3[N:39]=2)=[C:30]([O:51][CH3:52])[CH:29]=1. Given the product [CH:43]1([C:42]2[C:37]3[C:36](=[O:50])[NH:35][C:34]([C:31]4[CH:32]=[CH:33][C:28]([N:5]5[CH2:6][CH2:7][N:2]([CH3:1])[CH2:3][CH2:4]5)=[CH:29][C:30]=4[O:51][CH3:52])=[N:39][C:38]=3[N:40]([CH3:49])[N:41]=2)[CH2:48][CH2:47][CH2:46][CH2:45][CH2:44]1, predict the reactants needed to synthesize it. (4) Given the product [Cl-:12].[CH:1]1([CH2:5][NH2+:6][CH2:7][CH2:8][Cl:12])[CH2:4][CH2:3][CH2:2]1, predict the reactants needed to synthesize it. The reactants are: [CH:1]1([CH2:5][NH:6][CH2:7][CH2:8]O)[CH2:4][CH2:3][CH2:2]1.O=S(Cl)[Cl:12].